This data is from Full USPTO retrosynthesis dataset with 1.9M reactions from patents (1976-2016). The task is: Predict the reactants needed to synthesize the given product. (1) Given the product [Cl:14][C:5]1[C:6]([O:8][CH2:9][C:10]([F:13])([F:12])[F:11])=[CH:7][C:2]([C:15]#[N:16])=[N:3][CH:4]=1, predict the reactants needed to synthesize it. The reactants are: Cl[C:2]1[CH:7]=[C:6]([O:8][CH2:9][C:10]([F:13])([F:12])[F:11])[C:5]([Cl:14])=[CH:4][N:3]=1.[C:15]([Zn]C#N)#[N:16].CCCCCCC.C(OCC)(=O)C. (2) Given the product [CH3:1][NH:2][C:3]([C:5]1[S:6][C:7]([C:11]([CH3:14])([CH3:13])[CH3:12])=[CH:8][C:9]=1[NH:10][C:23]([NH:22][C:19]1[CH:20]=[CH:21][C:16]([F:15])=[CH:17][CH:18]=1)=[O:24])=[O:4], predict the reactants needed to synthesize it. The reactants are: [CH3:1][NH:2][C:3]([C:5]1[S:6][C:7]([C:11]([CH3:14])([CH3:13])[CH3:12])=[CH:8][C:9]=1[NH2:10])=[O:4].[F:15][C:16]1[CH:21]=[CH:20][C:19]([N:22]=[C:23]=[O:24])=[CH:18][CH:17]=1. (3) Given the product [OH:1][C:2]1[CH:11]=[C:10]2[C:5]([C:6](=[O:24])[C:7]([C:16]3[CH:23]=[CH:22][C:19]([C:20]4[NH:42][C:40](=[O:27])[O:41][N:21]=4)=[CH:18][CH:17]=3)=[C:8]([C:12]([F:15])([F:13])[F:14])[O:9]2)=[CH:4][CH:3]=1, predict the reactants needed to synthesize it. The reactants are: [OH:1][C:2]1[CH:11]=[C:10]2[C:5]([C:6](=[O:24])[C:7]([C:16]3[CH:23]=[CH:22][C:19]([C:20]#[N:21])=[CH:18][CH:17]=3)=[C:8]([C:12]([F:15])([F:14])[F:13])[O:9]2)=[CH:4][CH:3]=1.Cl.N[OH:27].C(N(CC)CC)C.C1N=CN([C:40]([N:42]2C=NC=C2)=[O:41])C=1.